From a dataset of Catalyst prediction with 721,799 reactions and 888 catalyst types from USPTO. Predict which catalyst facilitates the given reaction. (1) Reactant: [C:1]([C:5]1[CH:23]=[CH:22][C:8]([C:9]([NH:11][C:12]2[N:13]=[C:14]3[CH:19]=[CH:18][C:17]([Cl:20])=[N:16][N:15]3[CH:21]=2)=[O:10])=[CH:7][CH:6]=1)([CH3:4])([CH3:3])[CH3:2].Cl.[CH2:25]([NH2:32])C1C=CC=CC=1.[C:33](=O)([O-])[O-].[K+].[K+]. Product: [ClH:20].[C:1]([C:5]1[CH:23]=[CH:22][C:8]([C:9]([NH:11][C:12]2[N:13]=[C:14]3[CH:19]=[CH:18][C:17]([N:32]([CH3:25])[CH3:33])=[N:16][N:15]3[CH:21]=2)=[O:10])=[CH:7][CH:6]=1)([CH3:4])([CH3:3])[CH3:2]. The catalyst class is: 3. (2) Reactant: [Br:1][C:2]1[C:7]([F:8])=[CH:6][C:5]([OH:9])=[C:4]([N:10]=[CH:11][C:12]2[CH:17]=[CH:16][C:15]([F:18])=[CH:14][C:13]=2F)[CH:3]=1.C([O-])([O-])=O.[Cs+].[Cs+].O. Product: [Br:1][C:2]1[C:7]([F:8])=[CH:6][C:5]2[O:9][C:13]3[CH:14]=[C:15]([F:18])[CH:16]=[CH:17][C:12]=3[CH:11]=[N:10][C:4]=2[CH:3]=1. The catalyst class is: 3.